From a dataset of Forward reaction prediction with 1.9M reactions from USPTO patents (1976-2016). Predict the product of the given reaction. (1) The product is: [F:30][C:18]([F:17])([F:29])[C:19]1[CH:27]=[C:26]2[C:22]([CH:23]=[CH:24][N:25]2[NH:28][C:8]([C:7]2[C:2]([CH3:1])=[N:3][C:4]([C:11]3[N:16]=[CH:15][CH:14]=[CH:13][N:12]=3)=[N:5][CH:6]=2)=[O:10])=[CH:21][CH:20]=1. Given the reactants [CH3:1][C:2]1[C:7]([C:8]([OH:10])=O)=[CH:6][N:5]=[C:4]([C:11]2[N:16]=[CH:15][CH:14]=[CH:13][N:12]=2)[N:3]=1.[F:17][C:18]([F:30])([F:29])[C:19]1[CH:27]=[C:26]2[C:22]([CH:23]=[CH:24][N:25]2[NH2:28])=[CH:21][CH:20]=1.C[N+]1(C2N=C(OC)N=C(OC)N=2)CCOCC1.[Cl-], predict the reaction product. (2) Given the reactants P(Br)(Br)[Br:2].CN(C)[CH:7]=[O:8].[F:10][C:11]1[C:20]([F:21])=[C:19]2[C:14]([CH2:15][CH2:16][C:17](=O)[CH2:18]2)=[CH:13][CH:12]=1.C(=O)(O)[O-].[Na+], predict the reaction product. The product is: [Br:2][C:17]1[CH2:16][CH2:15][C:14]2[C:19](=[C:20]([F:21])[C:11]([F:10])=[CH:12][CH:13]=2)[C:18]=1[CH:7]=[O:8]. (3) Given the reactants [C:1]([O:5][C:6]([NH:8][CH2:9][CH2:10][NH:11][CH:12]1[CH2:17][CH2:16][CH:15]([CH2:18][C:19]([O:21][CH2:22][CH3:23])=[O:20])[CH2:14][CH2:13]1)=[O:7])([CH3:4])([CH3:3])[CH3:2].C=O.[C:26](O)(=O)C.C(O[BH-](OC(=O)C)OC(=O)C)(=O)C.[Na+].C(=O)([O-])[O-].[Na+].[Na+], predict the reaction product. The product is: [C:1]([O:5][C:6]([NH:8][CH2:9][CH2:10][N:11]([CH3:26])[CH:12]1[CH2:17][CH2:16][CH:15]([CH2:18][C:19]([O:21][CH2:22][CH3:23])=[O:20])[CH2:14][CH2:13]1)=[O:7])([CH3:4])([CH3:3])[CH3:2]. (4) Given the reactants [C:1]1([S:7]([N:10]2[C:14]3=[N:15][CH:16]=[C:17]([N+:20]([O-:22])=[O:21])[C:18](Cl)=[C:13]3[CH:12]=[CH:11]2)(=[O:9])=[O:8])[CH:6]=[CH:5][CH:4]=[CH:3][CH:2]=1.[C:23]([O:27][C:28]([N:30]1[CH2:35][CH2:34][C:33]([NH2:37])([CH3:36])[CH2:32][CH2:31]1)=[O:29])([CH3:26])([CH3:25])[CH3:24].C(N(C(C)C)CC)(C)C, predict the reaction product. The product is: [C:23]([O:27][C:28]([N:30]1[CH2:35][CH2:34][C:33]([NH:37][C:18]2[C:17]([N+:20]([O-:22])=[O:21])=[CH:16][N:15]=[C:14]3[N:10]([S:7]([C:1]4[CH:6]=[CH:5][CH:4]=[CH:3][CH:2]=4)(=[O:9])=[O:8])[CH:11]=[CH:12][C:13]=23)([CH3:36])[CH2:32][CH2:31]1)=[O:29])([CH3:26])([CH3:24])[CH3:25]. (5) Given the reactants [NH2:1][C:2]1[C:6]([CH2:7][C:8]2[CH:13]=[CH:12][CH:11]=[C:10]([Cl:14])[C:9]=2[Cl:15])=[C:5]([OH:16])[NH:4][N:3]=1.[C:17]1(=O)[C:25]2[C:20](=[CH:21][CH:22]=[CH:23][CH:24]=2)[C:19](=[O:26])[O:18]1, predict the reaction product. The product is: [Cl:15][C:9]1[C:10]([Cl:14])=[CH:11][CH:12]=[CH:13][C:8]=1[CH2:7][C:6]1[C:5]([OH:16])=[N:4][NH:3][C:2]=1[N:1]1[C:17](=[O:18])[C:25]2[C:20](=[CH:21][CH:22]=[CH:23][CH:24]=2)[C:19]1=[O:26]. (6) Given the reactants [F:1][C:2]([F:18])([F:17])[O:3][C:4]1[CH:9]=[CH:8][C:7]([C:10]#[C:11][CH2:12][CH2:13][C:14]([OH:16])=O)=[CH:6][CH:5]=1.Cl.[CH3:20][NH:21][O:22][CH3:23].CN1CCOCC1.Cl.CN(C)CCCN=C=NCC, predict the reaction product. The product is: [CH3:23][O:22][N:21]([CH3:20])[C:14](=[O:16])[CH2:13][CH2:12][C:11]#[C:10][C:7]1[CH:6]=[CH:5][C:4]([O:3][C:2]([F:1])([F:18])[F:17])=[CH:9][CH:8]=1. (7) Given the reactants [F:1][C:2]1[CH:3]=[C:4]([C@H:9]2[CH2:14][CH2:13][C@H:12]([CH:15]=[O:16])[CH2:11][CH2:10]2)[CH:5]=[C:6]([F:8])[CH:7]=1.C1COCC1.[BH4-].[Na+].Cl, predict the reaction product. The product is: [F:1][C:2]1[CH:3]=[C:4]([C@H:9]2[CH2:10][CH2:11][C@H:12]([CH2:15][OH:16])[CH2:13][CH2:14]2)[CH:5]=[C:6]([F:8])[CH:7]=1.